Task: Regression. Given two drug SMILES strings and cell line genomic features, predict the synergy score measuring deviation from expected non-interaction effect.. Dataset: NCI-60 drug combinations with 297,098 pairs across 59 cell lines Drug 1: C1CN1P(=S)(N2CC2)N3CC3. Drug 2: CN1C(=O)N2C=NC(=C2N=N1)C(=O)N. Cell line: HT29. Synergy scores: CSS=5.39, Synergy_ZIP=-1.17, Synergy_Bliss=3.27, Synergy_Loewe=-6.38, Synergy_HSA=0.864.